Dataset: Forward reaction prediction with 1.9M reactions from USPTO patents (1976-2016). Task: Predict the product of the given reaction. (1) Given the reactants [Cl-].[C:2]([CH:4]=[C:5]1[CH2:10][CH2:9][NH2+:8][CH2:7][CH2:6]1)#[N:3].CC(C1C=C(C(C)C)C(C2C=CC=CC=2P(C2CCCCC2)C2CCCCC2)=C(C(C)C)C=1)C.Br[C:46]1[CH:51]=[CH:50][C:49]([O:52][CH3:53])=[C:48]([O:54][CH3:55])[CH:47]=1.C([O-])([O-])=O.[Cs+].[Cs+].[N-]=C=O, predict the reaction product. The product is: [CH3:53][O:52][C:49]1[CH:50]=[C:51]([N:8]2[CH2:9][CH2:10][C:5](=[CH:4][C:2]#[N:3])[CH2:6][CH2:7]2)[CH:46]=[CH:47][C:48]=1[O:54][CH3:55]. (2) The product is: [NH2:25][C:24]1[N:19]([CH:20]([CH3:21])[CH3:22])[C:3]2=[CH:4][C:5]3[C:6]([CH3:18])([CH3:17])[C:7](=[O:16])[N:8]([CH2:11][CH2:12][CH2:13][CH2:14][CH3:15])[C:9]=3[CH:10]=[C:2]2[N:1]=1. Given the reactants [NH2:1][C:2]1[CH:10]=[C:9]2[C:5]([C:6]([CH3:18])([CH3:17])[C:7](=[O:16])[N:8]2[CH2:11][CH2:12][CH2:13][CH2:14][CH3:15])=[CH:4][C:3]=1[NH:19][CH:20]([CH3:22])[CH3:21].Br[C:24]#[N:25], predict the reaction product. (3) Given the reactants CC1C=CC(P(C2C=CC3C(=CC=CC=3)C=2C2C3C(=CC=CC=3)C=CC=2P(C2C=CC(C)=CC=2)C2C=CC(C)=CC=2)C2C=CC(C)=CC=2)=CC=1.C1([SiH3])C=CC=CC=1.[N+:58](/[CH:61]=[C:62](/[C:64]1[CH:69]=[CH:68][CH:67]=[CH:66][CH:65]=1)\[CH3:63])([O-:60])=[O:59].[F-].C([N+](CCCC)(CCCC)CCCC)CCC, predict the reaction product. The product is: [N+:58]([CH2:61][CH:62]([C:64]1[CH:69]=[CH:68][CH:67]=[CH:66][CH:65]=1)[CH3:63])([O-:60])=[O:59]. (4) Given the reactants [OH:1][CH2:2][CH2:3][NH:4][NH2:5].O=[C:7]([CH2:13][C:14](=O)[CH3:15])[C:8]([O:10][CH2:11][CH3:12])=[O:9], predict the reaction product. The product is: [OH:1][CH2:2][CH2:3][N:4]1[C:14]([CH3:15])=[CH:13][C:7]([C:8]([O:10][CH2:11][CH3:12])=[O:9])=[N:5]1. (5) Given the reactants [F:1][C:2]1[C:12]2[C:11](=O)[CH:10]([C:14]([C:16]3[CH:20]=[C:19]([CH3:21])O[N:17]=3)=O)[CH2:9][CH2:8][CH2:7][C:6]=2[CH:5]=[C:4]([N:22]2[CH2:26][C@H:25]([CH2:27][NH:28][C:29]([C:31]3[CH:35]=[C:34]([CH3:36])[O:33][N:32]=3)=[O:30])[O:24][C:23]2=[O:37])[CH:3]=1.[OH2:38].[NH2:39][NH2:40], predict the reaction product. The product is: [F:1][C:2]1[C:12]2[C:11]3[NH:39][N:40]=[C:14]([C:16]4[CH:20]=[C:19]([CH3:21])[O:38][N:17]=4)[C:10]=3[CH2:9][CH2:8][CH2:7][C:6]=2[CH:5]=[C:4]([N:22]2[CH2:26][C@H:25]([CH2:27][NH:28][C:29]([C:31]3[CH:35]=[C:34]([CH3:36])[O:33][N:32]=3)=[O:30])[O:24][C:23]2=[O:37])[CH:3]=1. (6) Given the reactants [NH2:1][C@H:2]([CH2:11][C:12]1[CH:17]=[CH:16][C:15]([C:18]2[CH:23]=[CH:22][CH:21]=[CH:20][CH:19]=2)=[CH:14][CH:13]=1)[CH2:3][C@:4]([CH2:9][OH:10])([CH3:8])[C:5]([OH:7])=[O:6].CC#N.O1CCOCC1.[NH:33]1[CH:37]=[C:36]([C:38]([OH:40])=O)[N:35]=[N:34]1.CCN(C(C)C)[CH:44]([CH3:46])[CH3:45].CN(C(ON1N=NC2C=CC=NC1=2)=[N+](C)C)C.F[P-](F)(F)(F)(F)F, predict the reaction product. The product is: [CH:44]([O:6][C:5](=[O:7])[C@@:4]([CH2:9][OH:10])([CH3:8])[CH2:3][C@H:2]([NH:1][C:38]([C:36]1[NH:35][N:34]=[N:33][CH:37]=1)=[O:40])[CH2:11][C:12]1[CH:13]=[CH:14][C:15]([C:18]2[CH:23]=[CH:22][CH:21]=[CH:20][CH:19]=2)=[CH:16][CH:17]=1)([CH3:46])[CH3:45]. (7) Given the reactants [F:1][C:2]1[CH:7]=[CH:6][C:5]([CH2:8][CH2:9][CH:10]=O)=[CH:4][C:3]=1[CH3:12].CN.Cl.[BH3-][C:17]#[N:18].[Na+], predict the reaction product. The product is: [F:1][C:2]1[CH:7]=[CH:6][C:5]([CH2:8][CH2:9][CH2:10][NH:18][CH3:17])=[CH:4][C:3]=1[CH3:12]. (8) Given the reactants [CH2:1]([N:3]([CH2:18][CH3:19])[CH2:4][CH2:5][NH:6][C:7]([C:9]1[C:13]([CH3:14])=[C:12]([CH:15]=O)[NH:11][C:10]=1[CH3:17])=[O:8])[CH3:2].[F:20][C:21]1[CH:22]=[C:23]2[C:27](=[CH:28][CH:29]=1)[NH:26][C:25](=[O:30])[CH2:24]2.N1CCCC1, predict the reaction product. The product is: [CH3:2][CH2:1][N:3]([CH2:4][CH2:5][NH:6][C:7]([C:9]1[C:13]([CH3:14])=[C:12](/[CH:15]=[C:24]2/[C:23]3[CH:22]=[C:21]([F:20])[CH:29]=[CH:28][C:27]=3[NH:26][C:25]/2=[O:30])[NH:11][C:10]=1[CH3:17])=[O:8])[CH2:18][CH3:19]. (9) Given the reactants [Cl:1][C:2]1[CH:7]=[CH:6][CH:5]=[CH:4][C:3]=1[C:8]1[CH:13]=[CH:12][N:11]=[CH:10][C:9]=1[NH:14][CH2:15][C:16]1[O:17][CH:18]=[CH:19][N:20]=1.[CH3:21][S:22]([C:25]1[CH:26]=[C:27]([CH:31]=[C:32]([C:34]([F:37])([F:36])[F:35])[CH:33]=1)[C:28](O)=[O:29])(=[O:24])=[O:23], predict the reaction product. The product is: [Cl:1][C:2]1[CH:7]=[CH:6][CH:5]=[CH:4][C:3]=1[C:8]1[CH:13]=[CH:12][N:11]=[CH:10][C:9]=1[N:14]([CH2:15][C:16]1[O:17][CH:18]=[CH:19][N:20]=1)[C:28](=[O:29])[C:27]1[CH:31]=[C:32]([C:34]([F:37])([F:35])[F:36])[CH:33]=[C:25]([S:22]([CH3:21])(=[O:24])=[O:23])[CH:26]=1.